This data is from CYP2D6 substrate classification data from Carbon-Mangels et al.. The task is: Regression/Classification. Given a drug SMILES string, predict its absorption, distribution, metabolism, or excretion properties. Task type varies by dataset: regression for continuous measurements (e.g., permeability, clearance, half-life) or binary classification for categorical outcomes (e.g., BBB penetration, CYP inhibition). Dataset: cyp2d6_substrate_carbonmangels. (1) The drug is Cc1onc(NS(=O)(=O)c2ccc(N)cc2)c1C. The result is 0 (non-substrate). (2) The drug is CN1CCC[C@@H]1Cc1c[nH]c2ccc(CCS(=O)(=O)c3ccccc3)cc12. The result is 0 (non-substrate). (3) The molecule is CN1CCC[C@@H]1CCO[C@](C)(c1ccccc1)c1ccc(Cl)cc1. The result is 0 (non-substrate).